This data is from Full USPTO retrosynthesis dataset with 1.9M reactions from patents (1976-2016). The task is: Predict the reactants needed to synthesize the given product. (1) Given the product [CH:1]([S:14][CH2:15][C:16]([NH:23][CH2:19][CH2:20][CH2:21][CH3:22])=[O:18])([C:2]1[CH:3]=[CH:4][CH:5]=[CH:6][CH:7]=1)[C:8]1[CH:9]=[CH:10][CH:11]=[CH:12][CH:13]=1, predict the reactants needed to synthesize it. The reactants are: [CH:1]([S:14][CH2:15][C:16]([OH:18])=O)([C:8]1[CH:13]=[CH:12][CH:11]=[CH:10][CH:9]=1)[C:2]1[CH:7]=[CH:6][CH:5]=[CH:4][CH:3]=1.[CH2:19]([NH2:23])[CH2:20][CH2:21][CH3:22]. (2) Given the product [C:1]([O:5][C:6](=[O:26])[C:7]1[CH:12]=[CH:11][C:10]([CH2:13][N:14]2[CH:23]=[CH:22][C:21]3[C:16](=[CH:17][C:18]([C:29]#[C:28][CH2:27][N:30]4[CH:34]=[CH:33][N:32]=[N:37]4)=[N:19][CH:20]=3)[C:15]2=[O:25])=[CH:9][CH:8]=1)([CH3:4])([CH3:3])[CH3:2], predict the reactants needed to synthesize it. The reactants are: [C:1]([O:5][C:6](=[O:26])[C:7]1[CH:12]=[CH:11][C:10]([CH2:13][N:14]2[CH:23]=[CH:22][C:21]3[C:16](=[CH:17][C:18](Br)=[N:19][CH:20]=3)[C:15]2=[O:25])=[CH:9][CH:8]=1)([CH3:4])([CH3:3])[CH3:2].[CH2:27]([N:30]1[CH:34]=[CH:33][N:32]=C1)[C:28]#[CH:29].C([N:37](CC)CC)C.